From a dataset of Full USPTO retrosynthesis dataset with 1.9M reactions from patents (1976-2016). Predict the reactants needed to synthesize the given product. Given the product [CH3:16][O:15][C:14](=[O:22])[CH2:13][C:12]1[N:8]([CH2:1][C:2]2[CH:7]=[CH:6][CH:5]=[CH:4][CH:3]=2)[N:9]=[C:10]([CH3:23])[CH:11]=1, predict the reactants needed to synthesize it. The reactants are: [CH2:1]([N:8]1[C:12]([CH:13]2C(=O)O[C:16](C)(C)[O:15][C:14]2=[O:22])=[CH:11][C:10]([CH3:23])=[N:9]1)[C:2]1[CH:7]=[CH:6][CH:5]=[CH:4][CH:3]=1.CC1C=CC(S(O)(=O)=O)=CC=1.